Dataset: Forward reaction prediction with 1.9M reactions from USPTO patents (1976-2016). Task: Predict the product of the given reaction. (1) Given the reactants [Br:1][CH2:2][O:3][CH3:4].[CH2:5]([P:7]([CH2:10][CH3:11])[CH2:8][CH3:9])[CH3:6].CCCCCC, predict the reaction product. The product is: [Br-:1].[CH2:5]([P+:7]([CH2:10][CH3:11])([CH2:8][CH3:9])[CH2:2][O:3][CH3:4])[CH3:6]. (2) Given the reactants CN1C2C(N3CCN(C)CC3)=CC=CC=2N=C1CN1[C@H]2[C@H](CCC3C2=NC=CC=3)CCC1.[NH:33]1[C@H:46]2[C@H:37]([CH2:38][CH2:39][C:40]3[C:45]2=[N:44][CH:43]=[CH:42][CH:41]=3)[CH2:36][CH2:35][CH2:34]1.[CH:47]([C:49]1[N:53]([CH3:54])[C:52]2[C:55]([N:59]3[CH2:64][CH2:63][N:62]([C:65]([O:67][C:68]([CH3:71])([CH3:70])[CH3:69])=[O:66])[CH2:61][CH2:60]3)=[CH:56][CH:57]=[CH:58][C:51]=2[N:50]=1)=O.C(O)(=O)C.[BH-](OC(C)=O)(OC(C)=O)OC(C)=O.[Na+], predict the reaction product. The product is: [N:44]1([CH2:47][C:49]2[N:53]([CH3:54])[C:52]3[C:55]([N:59]4[CH2:60][CH2:61][N:62]([C:65]([O:67][C:68]([CH3:71])([CH3:70])[CH3:69])=[O:66])[CH2:63][CH2:64]4)=[CH:56][CH:57]=[CH:58][C:51]=3[N:50]=2)[C@H:45]2[C@H:40]([CH2:39][CH2:38][C:37]3[C:46]2=[N:33][CH:34]=[CH:35][CH:36]=3)[CH2:41][CH2:42][CH2:43]1. (3) Given the reactants Br[C:2]1[CH:11]=[CH:10][C:5]([C:6]([O:8]C)=[O:7])=[CH:4][C:3]=1[C:12]([O:14]C)=[O:13].C([Sn]([CH2:28][CH2:29][CH2:30][CH3:31])([CH2:28][CH2:29][CH2:30][CH3:31])[CH2:28][CH2:29][CH2:30][CH3:31])C=C.[C:32]1(C)C=CC=CC=1, predict the reaction product. The product is: [CH3:2][C:11]1[C:28]([CH2:29][CH:30]=[CH2:31])=[C:3]([C:12]([OH:14])=[O:13])[C:4]([CH3:32])=[C:5]([CH:10]=1)[C:6]([OH:8])=[O:7]. (4) Given the reactants [NH2:1][C@@H:2]([CH2:28][CH:29]([CH3:31])[CH3:30])[C:3]([N:5]1[CH2:10][CH2:9][CH2:8][CH:7]([N:11]([CH:25]2[CH2:27][CH2:26]2)[S:12]([C:15]2[CH:20]=[CH:19][CH:18]=[C:17]([C:21]([F:24])([F:23])[F:22])[CH:16]=2)(=[O:14])=[O:13])[CH2:6]1)=[O:4].[BH-](O[C:42]([CH3:44])=O)(OC(C)=O)OC(C)=O.[Na+].Cl[CH2:47]CCl, predict the reaction product. The product is: [CH:25]1([N:11]([CH:7]2[CH2:8][CH2:9][CH2:10][N:5]([C:3](=[O:4])[C@@H:2]([NH:1][CH:42]([CH3:44])[CH3:47])[CH2:28][CH:29]([CH3:31])[CH3:30])[CH2:6]2)[S:12]([C:15]2[CH:20]=[CH:19][CH:18]=[C:17]([C:21]([F:23])([F:24])[F:22])[CH:16]=2)(=[O:14])=[O:13])[CH2:26][CH2:27]1. (5) Given the reactants [F:1][C:2]1[CH:7]=[CH:6][CH:5]=[C:4]([F:8])[C:3]=1[CH:9]1[NH:14][C:13]2[CH:15]=[CH:16][C:17](B3OC(C)(C)C(C)(C)O3)=[CH:18][C:12]=2[O:11][CH2:10]1.[CH2:28]([N:30]1[C:34](OS(C(F)(F)F)(=O)=O)=[CH:33][C:32]([C:43]([F:46])([F:45])[F:44])=[N:31]1)[CH3:29], predict the reaction product. The product is: [F:8][C:4]1[CH:5]=[CH:6][CH:7]=[C:2]([F:1])[C:3]=1[CH:9]1[NH:14][C:13]2[CH:15]=[CH:16][C:17]([C:34]3[N:30]([CH2:28][CH3:29])[N:31]=[C:32]([C:43]([F:44])([F:46])[F:45])[CH:33]=3)=[CH:18][C:12]=2[O:11][CH2:10]1. (6) Given the reactants [Cl:1][C:2]1[CH:3]=[C:4]([CH:9]2[C:18]3[C:13](=[CH:14][CH:15]=[CH:16][CH:17]=3)[C:12](=[N:19][CH3:20])[CH2:11][CH2:10]2)[CH:5]=[CH:6][C:7]=1[Cl:8].C(O)C.[H][H], predict the reaction product. The product is: [CH3:20][NH:19][C@@H:12]1[C:13]2[CH:14]=[CH:15][CH:16]=[CH:17][C:18]=2[C@H:9]([C:4]2[CH:5]=[CH:6][C:7]([Cl:8])=[C:2]([Cl:1])[CH:3]=2)[CH2:10][CH2:11]1. (7) Given the reactants [CH3:1][C:2]1[N:3]([CH:38]([CH3:40])[CH3:39])[C:4]2[CH:9]=[C:8]([NH:10][C:11]3[CH:16]=[CH:15][N:14]=[C:13]([C:17]4[CH:18]=[N:19][N:20]([S:22]([CH:25]5[CH2:29][CH2:28][N:27](C(OC(C)(C)C)=O)[CH2:26]5)(=[O:24])=[O:23])[CH:21]=4)[N:12]=3)[N:7]=[CH:6][C:5]=2[N:37]=1, predict the reaction product. The product is: [CH:38]([N:3]1[C:4]2[CH:9]=[C:8]([NH:10][C:11]3[CH:16]=[CH:15][N:14]=[C:13]([C:17]4[CH:18]=[N:19][N:20]([S:22]([CH:25]5[CH2:29][CH2:28][NH:27][CH2:26]5)(=[O:23])=[O:24])[CH:21]=4)[N:12]=3)[N:7]=[CH:6][C:5]=2[N:37]=[C:2]1[CH3:1])([CH3:40])[CH3:39]. (8) Given the reactants Br[C:2]1[CH:3]=[N:4][CH:5]=[N:6][CH:7]=1.[CH3:8][O:9][C:10]1[CH:17]=[CH:16][C:13]([CH2:14][NH2:15])=[CH:12][CH:11]=1, predict the reaction product. The product is: [CH3:8][O:9][C:10]1[CH:17]=[CH:16][C:13]([CH2:14][NH:15][C:2]2[CH:3]=[N:4][CH:5]=[N:6][CH:7]=2)=[CH:12][CH:11]=1. (9) Given the reactants I[C:2]1[CH:3]=[C:4]([CH:9]=[CH:10][C:11]=1[C:12]([F:15])([F:14])[F:13])[C:5]([O:7][CH3:8])=[O:6].C([N:18](CC)CC)C.[C:23]1([CH3:29])[CH:28]=[CH:27][CH:26]=[CH:25][CH:24]=1, predict the reaction product. The product is: [N:18]1[CH:28]=[CH:27][CH:26]=[CH:25][C:24]=1[C:23]#[C:29][C:2]1[CH:3]=[C:4]([CH:9]=[CH:10][C:11]=1[C:12]([F:15])([F:14])[F:13])[C:5]([O:7][CH3:8])=[O:6]. (10) The product is: [NH2:1][C:2]1[N:3]=[CH:4][C:5]([C:8]2[N:9]=[C:10]([N:26]3[CH2:31][CH2:30][O:29][CH2:28][CH2:27]3)[C:11]3[S:16][C:15]([C:17]4[CH:18]=[C:19]([CH:23]=[CH:24][CH:25]=4)[C:20]([NH:35][CH2:34][CH2:32][OH:33])=[O:22])=[CH:14][C:12]=3[N:13]=2)=[CH:6][N:7]=1. Given the reactants [NH2:1][C:2]1[N:7]=[CH:6][C:5]([C:8]2[N:9]=[C:10]([N:26]3[CH2:31][CH2:30][O:29][CH2:28][CH2:27]3)[C:11]3[S:16][C:15]([C:17]4[CH:18]=[C:19]([CH:23]=[CH:24][CH:25]=4)[C:20]([OH:22])=O)=[CH:14][C:12]=3[N:13]=2)=[CH:4][N:3]=1.[CH2:32]([CH2:34][NH2:35])[OH:33], predict the reaction product.